From a dataset of Catalyst prediction with 721,799 reactions and 888 catalyst types from USPTO. Predict which catalyst facilitates the given reaction. (1) Reactant: CC1(C)[N:6]([C:7]([O:9][C:10]([CH3:13])([CH3:12])[CH3:11])=[O:8])[C@@H:5]([CH2:14][C@H:15]2[CH2:20][CH2:19][C:18](=[O:21])[N:17]([CH3:22])[CH2:16]2)[CH2:4][O:3]1.CC1C=CC(S(O)(=O)=O)=CC=1.CC(OC(OC(OC(C)(C)C)=O)=O)(C)C. Product: [OH:3][CH2:4][C@@H:5]([NH:6][C:7](=[O:8])[O:9][C:10]([CH3:12])([CH3:11])[CH3:13])[CH2:14][C@H:15]1[CH2:20][CH2:19][C:18](=[O:21])[N:17]([CH3:22])[CH2:16]1. The catalyst class is: 5. (2) Reactant: C(=O)([O-])[O-].[Cs+].[Cs+].[CH3:7][C@@H:8]1[CH2:13][N:12]([C:14]2[N:18]=[C:17]([C:19]3([CH3:23])[CH2:22][O:21][CH2:20]3)[O:16][N:15]=2)[CH2:11][CH2:10][N:9]1[C:24]1[N:29]=[CH:28][C:27]([OH:30])=[CH:26][N:25]=1.Cl[CH2:32][C:33]1[C:38]([C:39]#[N:40])=[CH:37][N:36]=[CH:35][CH:34]=1. Product: [CH3:7][C@@H:8]1[CH2:13][N:12]([C:14]2[N:18]=[C:17]([C:19]3([CH3:23])[CH2:20][O:21][CH2:22]3)[O:16][N:15]=2)[CH2:11][CH2:10][N:9]1[C:24]1[N:25]=[CH:26][C:27]([O:30][CH2:32][C:33]2[C:38]([C:39]#[N:40])=[CH:37][N:36]=[CH:35][CH:34]=2)=[CH:28][N:29]=1. The catalyst class is: 10.